This data is from Full USPTO retrosynthesis dataset with 1.9M reactions from patents (1976-2016). The task is: Predict the reactants needed to synthesize the given product. The reactants are: C(N(CC)CC)C.[NH:8]1[C:16]2[C:11](=[CH:12][CH:13]=[CH:14][N:15]=2)[CH:10]=[CH:9]1. Given the product [NH:8]1[C:16]2=[N:15][CH:14]=[CH:13][CH:12]=[C:11]2[CH2:10][CH2:9]1, predict the reactants needed to synthesize it.